This data is from NCI-60 drug combinations with 297,098 pairs across 59 cell lines. The task is: Regression. Given two drug SMILES strings and cell line genomic features, predict the synergy score measuring deviation from expected non-interaction effect. (1) Drug 1: C1=CC(=CC=C1CCC2=CNC3=C2C(=O)NC(=N3)N)C(=O)NC(CCC(=O)O)C(=O)O. Drug 2: CNC(=O)C1=NC=CC(=C1)OC2=CC=C(C=C2)NC(=O)NC3=CC(=C(C=C3)Cl)C(F)(F)F. Cell line: SN12C. Synergy scores: CSS=28.8, Synergy_ZIP=-1.78, Synergy_Bliss=-0.631, Synergy_Loewe=-0.267, Synergy_HSA=2.80. (2) Drug 1: C1CN1C2=NC(=NC(=N2)N3CC3)N4CC4. Drug 2: C1CN(P(=O)(OC1)NCCCl)CCCl. Cell line: SR. Synergy scores: CSS=62.4, Synergy_ZIP=-0.737, Synergy_Bliss=-0.643, Synergy_Loewe=-28.7, Synergy_HSA=-0.708. (3) Drug 1: C1CCC(C1)C(CC#N)N2C=C(C=N2)C3=C4C=CNC4=NC=N3. Drug 2: C1=CC=C(C=C1)NC(=O)CCCCCCC(=O)NO. Cell line: OVCAR-4. Synergy scores: CSS=5.40, Synergy_ZIP=-1.71, Synergy_Bliss=-4.00, Synergy_Loewe=-42.0, Synergy_HSA=-4.76. (4) Drug 1: CC1CCC2CC(C(=CC=CC=CC(CC(C(=O)C(C(C(=CC(C(=O)CC(OC(=O)C3CCCCN3C(=O)C(=O)C1(O2)O)C(C)CC4CCC(C(C4)OC)OCCO)C)C)O)OC)C)C)C)OC. Drug 2: CC12CCC3C(C1CCC2OP(=O)(O)O)CCC4=C3C=CC(=C4)OC(=O)N(CCCl)CCCl.[Na+]. Cell line: HL-60(TB). Synergy scores: CSS=30.8, Synergy_ZIP=-9.22, Synergy_Bliss=-5.02, Synergy_Loewe=-3.69, Synergy_HSA=-3.61. (5) Drug 1: CN(C)C1=NC(=NC(=N1)N(C)C)N(C)C. Drug 2: C1CN(P(=O)(OC1)NCCCl)CCCl. Cell line: OVCAR-4. Synergy scores: CSS=-0.689, Synergy_ZIP=0.859, Synergy_Bliss=0.564, Synergy_Loewe=-3.30, Synergy_HSA=-2.79. (6) Drug 1: CC1=C(C(=CC=C1)Cl)NC(=O)C2=CN=C(S2)NC3=CC(=NC(=N3)C)N4CCN(CC4)CCO. Drug 2: CC1CCCC2(C(O2)CC(NC(=O)CC(C(C(=O)C(C1O)C)(C)C)O)C(=CC3=CSC(=N3)C)C)C. Cell line: NCI-H226. Synergy scores: CSS=37.3, Synergy_ZIP=-1.54, Synergy_Bliss=-0.859, Synergy_Loewe=-4.73, Synergy_HSA=0.752. (7) Drug 1: CC1OCC2C(O1)C(C(C(O2)OC3C4COC(=O)C4C(C5=CC6=C(C=C35)OCO6)C7=CC(=C(C(=C7)OC)O)OC)O)O. Synergy scores: CSS=61.5, Synergy_ZIP=1.16, Synergy_Bliss=1.92, Synergy_Loewe=-27.2, Synergy_HSA=1.94. Cell line: SR. Drug 2: C1CNP(=O)(OC1)N(CCCl)CCCl. (8) Drug 1: CC12CCC(CC1=CCC3C2CCC4(C3CC=C4C5=CN=CC=C5)C)O. Drug 2: CCCCCOC(=O)NC1=NC(=O)N(C=C1F)C2C(C(C(O2)C)O)O. Cell line: 786-0. Synergy scores: CSS=9.34, Synergy_ZIP=-2.13, Synergy_Bliss=2.48, Synergy_Loewe=-3.93, Synergy_HSA=1.82.